The task is: Predict the product of the given reaction.. This data is from Forward reaction prediction with 1.9M reactions from USPTO patents (1976-2016). (1) The product is: [Cl:1][CH2:2][C:3](=[O:4])[CH2:9][CH2:10][CH2:11][CH2:12][CH2:13][CH3:14]. Given the reactants [Cl:1][CH2:2][C:3](N(OC)C)=[O:4].[CH2:9]([Mg]Br)[CH2:10][CH2:11][CH2:12][CH2:13][CH3:14], predict the reaction product. (2) Given the reactants Br.[CH3:2][O:3][C:4]1[CH:5]=[CH:6][C:7]2[C:8]3[N:9]([CH2:15][CH2:16][N:17]=3)[C:10]([NH2:14])=[N:11][C:12]=2[CH:13]=1.[CH3:18][C:19]1[S:20][C:21]([C:25](O)=[O:26])=[C:22]([CH3:24])[N:23]=1, predict the reaction product. The product is: [CH3:2][O:3][C:4]1[CH:5]=[CH:6][C:7]2[C:8]3[N:9]([CH2:15][CH2:16][N:17]=3)[C:10]([NH:14][C:25]([C:21]3[S:20][C:19]([CH3:18])=[N:23][C:22]=3[CH3:24])=[O:26])=[N:11][C:12]=2[CH:13]=1. (3) Given the reactants [Br:1][CH2:2][CH2:3]Br.C(=O)([O-])[O-].[K+].[K+].[OH:11][C:12]1[CH:25]=[CH:24][C:15]([C:16]([C:18]2[CH:23]=[CH:22][CH:21]=[CH:20][CH:19]=2)=[O:17])=[CH:14][CH:13]=1, predict the reaction product. The product is: [Br:1][CH2:2][CH2:3][O:11][C:12]1[CH:13]=[CH:14][C:15]([C:16]([C:18]2[CH:23]=[CH:22][CH:21]=[CH:20][CH:19]=2)=[O:17])=[CH:24][CH:25]=1. (4) The product is: [CH3:47][O:46][C:43]1[CH:44]=[CH:45][C:40]([C:38]([C:36]2[S:37][C:30]3[N:29]([CH2:28][CH2:27][CH2:26][NH:5][S:2]([CH3:1])(=[O:4])=[O:3])[C:33]([CH3:34])=[CH:32][C:31]=3[CH:35]=2)=[O:39])=[CH:41][CH:42]=1. Given the reactants [CH3:1][S:2]([NH2:5])(=[O:4])=[O:3].[H-].[Na+].C([N+](CCCC)(CCCC)CCCC)CCC.Cl[CH2:26][CH2:27][CH2:28][N:29]1[C:33]([CH3:34])=[CH:32][C:31]2[CH:35]=[C:36]([C:38]([C:40]3[CH:45]=[CH:44][C:43]([O:46][CH3:47])=[CH:42][CH:41]=3)=[O:39])[S:37][C:30]1=2, predict the reaction product.